Dataset: Forward reaction prediction with 1.9M reactions from USPTO patents (1976-2016). Task: Predict the product of the given reaction. (1) Given the reactants C(O)(C(F)(F)F)=O.[NH2:8][CH2:9][CH2:10][NH:11][C:12](=[O:19])[C:13]1[CH:18]=[CH:17][CH:16]=[N:15][CH:14]=1.[C:20](O)(=[O:40])[CH2:21][CH2:22][CH2:23]/[CH:24]=[CH:25]\[CH2:26]/[CH:27]=[CH:28]\[CH2:29]/[CH:30]=[CH:31]\[CH2:32]/[CH:33]=[CH:34]\[CH2:35]/[CH:36]=[CH:37]\[CH2:38][CH3:39].CN(C(ON1N=NC2C=CC=NC1=2)=[N+](C)C)C.F[P-](F)(F)(F)(F)F.CCN(C(C)C)C(C)C, predict the reaction product. The product is: [C:20]([NH:8][CH2:9][CH2:10][NH:11][C:12](=[O:19])[C:13]1[CH:18]=[CH:17][CH:16]=[N:15][CH:14]=1)(=[O:40])[CH2:21][CH2:22][CH2:23]/[CH:24]=[CH:25]\[CH2:26]/[CH:27]=[CH:28]\[CH2:29]/[CH:30]=[CH:31]\[CH2:32]/[CH:33]=[CH:34]\[CH2:35]/[CH:36]=[CH:37]\[CH2:38][CH3:39]. (2) Given the reactants [F:1][C:2]([F:9])([F:8])[C:3]1([CH2:6][OH:7])[CH2:5][CH2:4]1.C(N(CC)CC)C.[F:17][C:18]([F:31])([F:30])[S:19](O[S:19]([C:18]([F:31])([F:30])[F:17])(=[O:21])=[O:20])(=[O:21])=[O:20], predict the reaction product. The product is: [F:17][C:18]([F:31])([F:30])[S:19]([O:7][CH2:6][C:3]1([C:2]([F:9])([F:8])[F:1])[CH2:5][CH2:4]1)(=[O:21])=[O:20]. (3) The product is: [Cl:17][C:12]1[CH:13]=[N:14][N:15]([CH3:16])[C:11]=1[C:10]1[CH:9]=[CH:8][C:4]([C:5]([OH:7])=[O:6])=[CH:3][C:2]=1[F:1]. Given the reactants [F:1][C:2]1[CH:3]=[C:4]([CH:8]=[CH:9][C:10]=1[C:11]1[N:15]([CH3:16])[N:14]=[CH:13][CH:12]=1)[C:5]([OH:7])=[O:6].[Cl:17]N1C(=O)CCC1=O, predict the reaction product. (4) The product is: [CH3:1][CH2:2][C:3]1[C:7]2=[CH:8][C:9]3[N-:13][C:12]4[C:14]([C@@H:56]([C:59]([O:61][CH3:62])=[O:60])[C:57](=[O:58])[C:11]=4[C:10]=3[CH3:63])=[C:15]3[N:19]=[C:18]([CH:20]=[C:21]4[N-:26][C:24](=[CH:25][C:5](=[N:6]2)[C:4]=1[CH3:64])[C:23]([CH:27]=[CH2:28])=[C:22]4[CH3:29])[C@@H:17]([CH3:30])[C@@H:16]3[CH2:31][CH2:32][C:33]([O:35][CH2:36]/[CH:37]=[C:38](/[CH2:40][CH2:41][CH2:42][C@@H:43]([CH2:45][CH2:46][CH2:47][C@@H:48]([CH2:50][CH2:51][CH2:52][CH:53]([CH3:55])[CH3:54])[CH3:49])[CH3:44])\[CH3:39])=[O:34].[Mg+2:65].[OH2:34]. Given the reactants [CH3:1][CH2:2][C:3]1[C:7]2=[CH:8][C:9]3[N-:13][C:12]4[C:14]([C@@H:56]([C:59]([O:61][CH3:62])=[O:60])[C:57](=[O:58])[C:11]=4[C:10]=3[CH3:63])=[C:15]3[N:19]=[C:18]([CH:20]=[C:21]4[N-:26][C:24](=[CH:25][C:5](=[N:6]2)[C:4]=1[CH3:64])[C:23]([CH:27]=[CH2:28])=[C:22]4[CH3:29])[C@@H:17]([CH3:30])[C@@H:16]3[CH2:31][CH2:32][C:33]([O:35][CH2:36]/[CH:37]=[C:38](/[CH2:40][CH2:41][CH2:42][C@@H:43]([CH2:45][CH2:46][CH2:47][C@@H:48]([CH2:50][CH2:51][CH2:52][CH:53]([CH3:55])[CH3:54])[CH3:49])[CH3:44])\[CH3:39])=[O:34].[Mg+2:65], predict the reaction product.